Dataset: Full USPTO retrosynthesis dataset with 1.9M reactions from patents (1976-2016). Task: Predict the reactants needed to synthesize the given product. Given the product [F:34][C:18]1[C:19]([N:21]2[C:26](=[O:27])[CH:25]=[C:24]([C:28]([F:31])([F:30])[F:29])[N:23]([CH3:32])[C:22]2=[O:33])=[CH:20][C:15]([O:1][C:2]2[C:3]([S:8][CH2:9][C:10]([O:12][CH3:13])=[O:11])=[N:4][CH:5]=[CH:6][CH:7]=2)=[C:16]([N+:35]([O-:37])=[O:36])[CH:17]=1, predict the reactants needed to synthesize it. The reactants are: [OH:1][C:2]1[C:3]([S:8][CH2:9][C:10]([O:12][CH3:13])=[O:11])=[N:4][CH:5]=[CH:6][CH:7]=1.F[C:15]1[CH:20]=[C:19]([N:21]2[C:26](=[O:27])[CH:25]=[C:24]([C:28]([F:31])([F:30])[F:29])[N:23]([CH3:32])[C:22]2=[O:33])[C:18]([F:34])=[CH:17][C:16]=1[N+:35]([O-:37])=[O:36].C(=O)([O-])[O-].[K+].[K+].